This data is from Catalyst prediction with 721,799 reactions and 888 catalyst types from USPTO. The task is: Predict which catalyst facilitates the given reaction. Reactant: FC(F)(F)S(O[C:7]1[C:16]2[C:11](=[CH:12][CH:13]=[C:14]([O:17][CH3:18])N=2)[N:10]=[CH:9][CH:8]=1)(=O)=O.[C:21]([O-])([O-])=O.[K+].[K+].CO[CH2:29][CH2:30]OC. Product: [CH:29]([C:7]1[C:16]2[C:11](=[CH:12][CH:13]=[C:14]([O:17][CH3:18])[CH:21]=2)[N:10]=[CH:9][CH:8]=1)=[CH2:30]. The catalyst class is: 257.